Dataset: Forward reaction prediction with 1.9M reactions from USPTO patents (1976-2016). Task: Predict the product of the given reaction. (1) The product is: [CH3:18][C:19]1([CH3:31])[CH:28]=[C:27]([C:4]2[S:3][C:2]([CH3:1])=[CH:6][CH:5]=2)[C:26]2[C:21](=[CH:22][CH:23]=[C:24]([Br:30])[CH:25]=2)[O:20]1. Given the reactants [CH3:1][C:2]1[S:3][CH:4]=[CH:5][CH:6]=1.[Li]CCCC.CCCCCC.[CH3:18][C:19]1([CH3:31])[CH2:28][C:27](=O)[C:26]2[C:21](=[CH:22][CH:23]=[C:24]([Br:30])[CH:25]=2)[O:20]1, predict the reaction product. (2) Given the reactants [OH:1][C:2]1[CH:7]=[C:6]([CH3:8])[C:5]([NH:9][CH:10]=[O:11])=[C:4]([CH3:12])[C:3]=1[CH3:13].[H-].[Na+].Br[CH2:17][C:18]([CH3:27])=[CH:19][C:20]1[CH:25]=[CH:24][C:23]([CH3:26])=[CH:22][CH:21]=1.O, predict the reaction product. The product is: [CH3:12][C:4]1[C:3]([CH3:13])=[C:2]([O:1][CH2:17][C:18]([CH3:27])=[CH:19][C:20]2[CH:21]=[CH:22][C:23]([CH3:26])=[CH:24][CH:25]=2)[CH:7]=[C:6]([CH3:8])[C:5]=1[NH:9][CH:10]=[O:11]. (3) Given the reactants [C:1]([O:5][C:6](=[O:37])[NH:7][CH2:8][C@H:9]([C:30]1[CH:35]=[CH:34][CH:33]=[C:32]([NH2:36])[CH:31]=1)[NH:10][C:11]([C:13]1[S:29][C:16]2=[N:17][C:18]3[CH2:19][CH2:20][C@@H:21]([C:25]([CH3:28])([CH3:27])[CH3:26])[CH2:22][C:23]=3[CH:24]=[C:15]2[CH:14]=1)=[O:12])([CH3:4])([CH3:3])[CH3:2].[O:38]1[C:42]([C:43](O)=[O:44])=[CH:41][CH:40]=[N:39]1.CN1CCOCC1.CN(C(ON1N=NC2C=CC=NC1=2)=[N+](C)C)C.F[P-](F)(F)(F)(F)F, predict the reaction product. The product is: [C:1]([O:5][C:6](=[O:37])[NH:7][CH2:8][C@@H:9]([NH:10][C:11]([C:13]1[S:29][C:16]2=[N:17][C:18]3[CH2:19][CH2:20][C@@H:21]([C:25]([CH3:28])([CH3:27])[CH3:26])[CH2:22][C:23]=3[CH:24]=[C:15]2[CH:14]=1)=[O:12])[C:30]1[CH:35]=[CH:34][CH:33]=[C:32]([NH:36][C:43]([C:42]2[O:38][N:39]=[CH:40][CH:41]=2)=[O:44])[CH:31]=1)([CH3:2])([CH3:3])[CH3:4]. (4) Given the reactants [Cl:1][C:2]1[N:13]=[C:12](Cl)[C:11]2[C:10]3[CH2:9][CH2:8][CH2:7][C:6]=3[S:5][C:4]=2[N:3]=1.Cl.[CH3:16][N:17]([CH3:25])[CH:18]1[CH2:23][CH2:22][CH:21]([NH2:24])[CH2:20][CH2:19]1.C(=O)([O-])[O-].[K+].[K+], predict the reaction product. The product is: [Cl:1][C:2]1[N:13]=[C:12]([NH:24][CH:21]2[CH2:22][CH2:23][CH:18]([N:17]([CH3:25])[CH3:16])[CH2:19][CH2:20]2)[C:11]2[C:10]3[CH2:9][CH2:8][CH2:7][C:6]=3[S:5][C:4]=2[N:3]=1.